Predict the reactants needed to synthesize the given product. From a dataset of Full USPTO retrosynthesis dataset with 1.9M reactions from patents (1976-2016). Given the product [N:1]1([CH2:6][CH2:7][CH2:8][NH:9][C:10]2[CH:15]=[CH:14][C:13]([NH2:16])=[CH:12][C:11]=2[F:19])[CH:5]=[CH:4][N:3]=[CH:2]1, predict the reactants needed to synthesize it. The reactants are: [N:1]1([CH2:6][CH2:7][CH2:8][NH:9][C:10]2[CH:15]=[CH:14][C:13]([N+:16]([O-])=O)=[CH:12][C:11]=2[F:19])[CH:5]=[CH:4][N:3]=[CH:2]1.